Task: Predict the reaction yield, written as a fraction of the theoretical maximum amount of product (1.0 means a 100% yield; for example, 0.34 means a 34% yield).. Dataset: Reaction yield outcomes from USPTO patents with 853,638 reactions The reactants are [NH2:1][C:2]1[N:3]([C:8]2[C:17]3[C:12](=[CH:13][CH:14]=[CH:15][CH:16]=3)[C:11]([CH:18]3[CH2:20][CH2:19]3)=[CH:10][CH:9]=2)[C:4]([SH:7])=[N:5][N:6]=1.[Cl:21][C:22]1[CH:23]=[C:24]([CH:28]=[CH:29][C:30]=1[NH:31][C:32](=[O:35])[CH2:33]Cl)[C:25]([OH:27])=[O:26].O. The catalyst is CN(C=O)C. The product is [NH2:1][C:2]1[N:3]([C:8]2[C:17]3[C:12](=[CH:13][CH:14]=[CH:15][CH:16]=3)[C:11]([CH:18]3[CH2:20][CH2:19]3)=[CH:10][CH:9]=2)[C:4]([S:7][CH2:33][C:32]([NH:31][C:30]2[CH:29]=[CH:28][C:24]([C:25]([OH:27])=[O:26])=[CH:23][C:22]=2[Cl:21])=[O:35])=[N:5][N:6]=1. The yield is 0.750.